This data is from Peptide-MHC class I binding affinity with 185,985 pairs from IEDB/IMGT. The task is: Regression. Given a peptide amino acid sequence and an MHC pseudo amino acid sequence, predict their binding affinity value. This is MHC class I binding data. (1) The peptide sequence is SGVENPKGYCL. The MHC is H-2-Db with pseudo-sequence H-2-Db. The binding affinity (normalized) is 0.749. (2) The peptide sequence is LILCFTIKR. The MHC is HLA-A31:01 with pseudo-sequence HLA-A31:01. The binding affinity (normalized) is 0.158. (3) The MHC is HLA-A02:06 with pseudo-sequence HLA-A02:06. The peptide sequence is LVKSGLTEV. The binding affinity (normalized) is 0.558.